This data is from Forward reaction prediction with 1.9M reactions from USPTO patents (1976-2016). The task is: Predict the product of the given reaction. (1) Given the reactants [NH:1]1[CH2:8][CH2:7][CH2:6][C@H:2]1[C:3]([OH:5])=[O:4].Br[C:10]1[S:11][C:12]2[CH:18]=[CH:17][CH:16]=[CH:15][C:13]=2[N:14]=1.C(=O)([O-])[O-].[K+].[K+], predict the reaction product. The product is: [S:11]1[C:12]2[CH:18]=[CH:17][CH:16]=[CH:15][C:13]=2[N:14]=[C:10]1[N:1]1[CH2:8][CH2:7][CH2:6][C@H:2]1[C:3]([OH:5])=[O:4]. (2) Given the reactants [Si:1]([O:8][CH2:9][CH2:10][CH2:11][C@H:12]([C@@H:14]1[C@:31]2([CH3:32])[C@H:17]([C@H:18]3[C@H:28]([CH2:29][CH2:30]2)[C@:26]2([CH3:27])[C:21]([CH2:22][C@@H:23]([O:33][CH:34]4[CH2:39][CH2:38][CH2:37][CH2:36][O:35]4)[CH2:24][CH2:25]2)=[CH:20][C:19]3=[O:40])[CH2:16][CH2:15]1)[CH3:13])([C:4]([CH3:7])([CH3:6])[CH3:5])([CH3:3])[CH3:2], predict the reaction product. The product is: [Si:1]([O:8][CH2:9][CH2:10][CH2:11][C@H:12]([C@@H:14]1[C@:31]2([CH3:32])[C@H:17]([C@H:18]3[C@H:28]([CH2:29][CH2:30]2)[C@:26]2([CH3:27])[C@H:21]([CH2:22][C@@H:23]([O:33][CH:34]4[CH2:39][CH2:38][CH2:37][CH2:36][O:35]4)[CH2:24][CH2:25]2)[CH2:20][C:19]3=[O:40])[CH2:16][CH2:15]1)[CH3:13])([C:4]([CH3:5])([CH3:6])[CH3:7])([CH3:3])[CH3:2]. (3) Given the reactants C(=O)/C=C/CC.[C:7]1([C:13]([C:24]2C=CC=CC=2)(O[Si](C)(C)C)[C@@H:14]2CCC[NH:15]2)C=CC=C[CH:8]=1.[CH:30](OC)([O:33][CH3:34])[O:31][CH3:32].[OH2:37].C1(C)C=CC(S(O)(=O)=O)=CC=1.C[OH:50], predict the reaction product. The product is: [CH3:32][O:31][CH:30]([O:33][CH3:34])[CH2:24][C@H:13]([CH2:14][N+:15]([O-:50])=[O:37])[CH2:7][CH3:8]. (4) Given the reactants [C:1]([N:5]1[CH2:9][C@@H:8]([C:10]2[CH:15]=[CH:14][C:13]([F:16])=[CH:12][C:11]=2[F:17])[C@H:7]([C:18]([N:20]2[CH2:25][CH2:24][CH:23]([C:26]3[CH:31]=[CH:30][C:29]([Cl:32])=[CH:28][C:27]=3[C@@H:33]([NH:35][C:36](=[O:38])[CH3:37])[CH3:34])[CH2:22][CH2:21]2)=[O:19])[CH2:6]1)([CH3:4])([CH3:3])[CH3:2].Cl.[C:40]([O:43][CH:44]([CH3:46])[CH3:45])(=[O:42])[CH3:41], predict the reaction product. The product is: [ClH:32].[CH3:45][CH:44]([OH:43])[CH3:46].[C:40]([O:43][CH:44]([CH3:46])[CH3:45])(=[O:42])[CH3:41].[C:1]([N:5]1[CH2:9][C@@H:8]([C:10]2[CH:15]=[CH:14][C:13]([F:16])=[CH:12][C:11]=2[F:17])[C@H:7]([C:18]([N:20]2[CH2:25][CH2:24][CH:23]([C:26]3[CH:31]=[CH:30][C:29]([Cl:32])=[CH:28][C:27]=3[C@@H:33]([NH:35][C:36](=[O:38])[CH3:37])[CH3:34])[CH2:22][CH2:21]2)=[O:19])[CH2:6]1)([CH3:2])([CH3:3])[CH3:4].